This data is from Forward reaction prediction with 1.9M reactions from USPTO patents (1976-2016). The task is: Predict the product of the given reaction. (1) Given the reactants Cl[C:2]1[N:9]=[C:8]([C:10]2[O:11][CH:12]=[CH:13][CH:14]=2)[C:7]([C:15]2[CH:20]=[CH:19][N:18]=[CH:17][N:16]=2)=[CH:6][C:3]=1[C:4]#[N:5].[NH3:21], predict the reaction product. The product is: [NH2:21][C:2]1[N:9]=[C:8]([C:10]2[O:11][CH:12]=[CH:13][CH:14]=2)[C:7]([C:15]2[CH:20]=[CH:19][N:18]=[CH:17][N:16]=2)=[CH:6][C:3]=1[C:4]#[N:5]. (2) The product is: [CH2:1]([O:8][C:9]1[C:10]([C:24]([O:26][CH3:27])=[O:25])=[N:11][N:12]2[CH:17]([C:18]([O:20][CH2:21][CH3:22])=[O:19])[CH2:16][N:15]([CH3:28])[C:14](=[O:23])[C:13]=12)[C:2]1[CH:7]=[CH:6][CH:5]=[CH:4][CH:3]=1. Given the reactants [CH2:1]([O:8][C:9]1[C:10]([C:24]([O:26][CH3:27])=[O:25])=[N:11][N:12]2[CH:17]([C:18]([O:20][CH2:21][CH3:22])=[O:19])[CH2:16][NH:15][C:14](=[O:23])[C:13]=12)[C:2]1[CH:7]=[CH:6][CH:5]=[CH:4][CH:3]=1.[C:28]1(C)C=CC=CC=1.IC.[H-].[Na+], predict the reaction product.